This data is from Catalyst prediction with 721,799 reactions and 888 catalyst types from USPTO. The task is: Predict which catalyst facilitates the given reaction. (1) Reactant: [CH2:1]([N:3]1[C@H:8]([CH3:9])[CH2:7][N:6]([C:10]([N:12]2[CH2:19][C:18]3[C:17]([NH2:20])=[N:16][NH:15][C:14]=3[C:13]2([CH3:22])[CH3:21])=[O:11])[C@@H:5]([CH3:23])[CH2:4]1)[CH3:2].Cl[C:25]1[C:30]([F:31])=[CH:29][N:28]=[C:27]([O:32][CH3:33])[N:26]=1. Product: [CH2:1]([N:3]1[C@H:8]([CH3:9])[CH2:7][N:6]([C:10]([N:12]2[CH2:19][C:18]3[C:17]([NH:20][C:25]4[C:30]([F:31])=[CH:29][N:28]=[C:27]([O:32][CH3:33])[N:26]=4)=[N:16][NH:15][C:14]=3[C:13]2([CH3:22])[CH3:21])=[O:11])[C@@H:5]([CH3:23])[CH2:4]1)[CH3:2]. The catalyst class is: 86. (2) The catalyst class is: 3. Product: [CH2:12]([O:10][C:3]1[C:2]([F:1])=[CH:9][CH:8]=[CH:7][C:4]=1[CH:5]=[O:6])[CH3:13]. Reactant: [F:1][C:2]1[C:3]([OH:10])=[C:4]([CH:7]=[CH:8][CH:9]=1)[CH:5]=[O:6].I[CH2:12][CH3:13].C([O-])([O-])=O.[K+].[K+].CCOCC. (3) Reactant: [C:1]12([CH2:11][NH:12][C:13](=[O:29])[C:14]3[CH:19]=[C:18]([N:20]4[C:25](=[O:26])[NH:24][C:23](=[O:27])[CH:22]=[N:21]4)[CH:17]=[CH:16][C:15]=3[Cl:28])[CH2:10][CH:5]3[CH2:6][CH:7]([CH2:9][CH:3]([CH2:4]3)[CH2:2]1)[CH2:8]2.CO.[CH3:32][Si](C=[N+]=[N-])(C)C. Product: [C:1]12([CH2:11][NH:12][C:13](=[O:29])[C:14]3[CH:19]=[C:18]([N:20]4[C:25](=[O:26])[N:24]([CH3:32])[C:23](=[O:27])[CH:22]=[N:21]4)[CH:17]=[CH:16][C:15]=3[Cl:28])[CH2:10][CH:5]3[CH2:4][CH:3]([CH2:9][CH:7]([CH2:6]3)[CH2:8]1)[CH2:2]2. The catalyst class is: 12.